Dataset: Reaction yield outcomes from USPTO patents with 853,638 reactions. Task: Predict the reaction yield, written as a fraction of the theoretical maximum amount of product (1.0 means a 100% yield; for example, 0.34 means a 34% yield). (1) The reactants are [CH:1]1([C:13]#[N:14])[C:11]2=[C:12]3[C:7](=[CH:8][CH:9]=[CH:10]2)[CH:6]=[CH:5][CH:4]=[C:3]3[CH2:2]1.[NH2-].[Na+].[CH3:17]I. The catalyst is C1(C)C=CC=CC=1. The product is [CH3:17][C:1]1([C:13]#[N:14])[C:11]2=[C:12]3[C:7](=[CH:8][CH:9]=[CH:10]2)[CH:6]=[CH:5][CH:4]=[C:3]3[CH2:2]1. The yield is 0.380. (2) No catalyst specified. The yield is 0.800. The product is [ClH:25].[CH3:28][NH:29][CH2:23][C:10]1[CH:9]=[C:8]([C:3]2[CH:4]=[CH:5][CH:6]=[CH:7][C:2]=2[CH3:1])[N:12]([S:13]([C:16]2[CH:17]=[CH:18][C:19]([CH3:22])=[CH:20][CH:21]=2)(=[O:14])=[O:15])[CH:11]=1. The reactants are [CH3:1][C:2]1[CH:7]=[CH:6][CH:5]=[CH:4][C:3]=1[C:8]1[N:12]([S:13]([C:16]2[CH:21]=[CH:20][C:19]([CH3:22])=[CH:18][CH:17]=2)(=[O:15])=[O:14])[CH:11]=[C:10]([CH:23]=O)[CH:9]=1.[Cl-:25].C[NH3+].[C:28]([BH3-])#[N:29].[Na+]. (3) The reactants are O=[C:2]([C:15]1[CH:20]=[CH:19][CH:18]=[CH:17][CH:16]=1)[CH2:3][CH:4]1[C:13]2[C:8](=[CH:9][CH:10]=[CH:11][CH:12]=2)[CH2:7][CH2:6][C:5]1=O.[NH2:21][C:22]1[CH:30]=[C:26]([C:27]([OH:29])=[O:28])[C:25]([OH:31])=[CH:24][CH:23]=1. The catalyst is C(O)(=O)C. The product is [OH:31][C:25]1[CH:24]=[CH:23][C:22]([N:21]2[C:5]3[CH2:6][CH2:7][C:8]4[CH:9]=[CH:10][CH:11]=[CH:12][C:13]=4[C:4]=3[CH:3]=[C:2]2[C:15]2[CH:20]=[CH:19][CH:18]=[CH:17][CH:16]=2)=[CH:30][C:26]=1[CH:27]([OH:29])[OH:28]. The yield is 0.500. (4) The reactants are [Na+].C([C:4](CC)([C:8]([C:10]([OH:12])=[O:11])=O)[C:5]([O-])=[O:6])C.[OH-].[Na+].Cl.[CH:18]([NH2:20])=[NH:19].Cl. The catalyst is O. The product is [OH:6][C:5]1[N:20]=[CH:18][N:19]=[C:8]([C:10]([OH:12])=[O:11])[CH:4]=1. The yield is 0.370.